Dataset: Full USPTO retrosynthesis dataset with 1.9M reactions from patents (1976-2016). Task: Predict the reactants needed to synthesize the given product. (1) Given the product [CH:30]1([CH2:35][CH2:36][C:37]([N:17]([CH2:16][C:15]2[CH:14]=[CH:13][C:12]([C:2]#[C:3][CH2:4][CH2:5][CH2:6][CH2:7][CH2:8][CH2:9][CH2:10][CH3:11])=[CH:29][CH:28]=2)[C:18]2[CH:19]=[C:20]([CH:25]=[CH:26][CH:27]=2)[C:21]([O:23][CH3:24])=[O:22])=[O:38])[CH2:34][CH2:33][CH2:32][CH2:31]1, predict the reactants needed to synthesize it. The reactants are: Cl.[C:2]([C:12]1[CH:29]=[CH:28][C:15]([CH2:16][NH:17][C:18]2[CH:19]=[C:20]([CH:25]=[CH:26][CH:27]=2)[C:21]([O:23][CH3:24])=[O:22])=[CH:14][CH:13]=1)#[C:3][CH2:4][CH2:5][CH2:6][CH2:7][CH2:8][CH2:9][CH2:10][CH3:11].[CH:30]1([CH2:35][CH2:36][C:37](Cl)=[O:38])[CH2:34][CH2:33][CH2:32][CH2:31]1. (2) Given the product [Br:35][CH2:36][CH2:37][O:21][C:15]1[CH:14]=[C:13]2[C:18]([C:9]([O:8][C:6]3[CH:5]=[CH:4][C:3]([NH:22][C:23]([NH:25][CH2:26][CH2:27][CH3:28])=[O:24])=[C:2]([Cl:1])[CH:7]=3)=[CH:10][CH:11]=[N:12]2)=[CH:17][C:16]=1[O:19][CH3:20], predict the reactants needed to synthesize it. The reactants are: [Cl:1][C:2]1[CH:7]=[C:6]([O:8][C:9]2[C:18]3[C:13](=[CH:14][C:15]([OH:21])=[C:16]([O:19][CH3:20])[CH:17]=3)[N:12]=[CH:11][CH:10]=2)[CH:5]=[CH:4][C:3]=1[NH:22][C:23]([NH:25][CH2:26][CH2:27][CH3:28])=[O:24].C(=O)([O-])[O-].[K+].[K+].[Br:35][CH2:36][CH2:37]Br.O. (3) Given the product [CH3:1][N:2]1[CH2:6][CH:5]([C:7]([O:9][CH2:11][CH:12]([CH3:14])[CH3:13])=[O:8])[CH2:4][C:3]1=[O:10], predict the reactants needed to synthesize it. The reactants are: [CH3:1][N:2]1[CH2:6][CH:5]([C:7]([OH:9])=[O:8])[CH2:4][C:3]1=[O:10].[CH2:11](O)[CH:12]([CH3:14])[CH3:13].C1(C)C=CC(S(O)(=O)=O)=CC=1.C(Cl)(Cl)Cl. (4) The reactants are: [OH:1][C@H:2]1[C@:5]2([C:15]3[CH:20]=[CH:19][CH:18]=[CH:17][CH:16]=3)[C:6]3[CH:14]=[CH:13][CH:12]=[CH:11][C:7]=3[O:8][CH2:9][CH2:10][N:4]2[C:3]1=[O:21].CN(C=O)C.CS([C:31]1[N:36]=[C:35]([CH3:37])[CH:34]=[C:33]([CH3:38])[N:32]=1)(=O)=O. Given the product [CH3:38][C:33]1[CH:34]=[C:35]([CH3:37])[N:36]=[C:31]([O:1][CH:2]2[C:5]3([C:15]4[CH:16]=[CH:17][CH:18]=[CH:19][CH:20]=4)[C:6]4[CH:14]=[CH:13][CH:12]=[CH:11][C:7]=4[O:8][CH2:9][CH2:10][N:4]3[C:3]2=[O:21])[N:32]=1, predict the reactants needed to synthesize it. (5) Given the product [Cl:32][C:33]1[S:37][C:36]([C:38]([NH:40][CH2:41][C@@H:42]2[O:46][C:45](=[O:47])[N:44]([C:48]3[CH:49]=[CH:50][C:51]([N:54]4[CH2:59][CH2:58][O:57][CH:56]([CH2:60][CH2:61][CH2:62][O:63][C:64](=[O:70])[CH2:65][CH2:66][C:67](=[O:68])[NH:2][CH2:3][CH2:4][CH2:5][CH2:6][CH2:7][NH:8][C:9](=[O:31])[CH2:10][CH2:11][CH2:12][CH2:13][CH2:14][NH:15][C:16](=[O:30])[CH2:17][CH2:18][CH2:19][CH2:20][C@H:21]5[C@@H:28]6[C@@H:24]([NH:25][C:26](=[O:29])[NH:27]6)[CH2:23][S:22]5)[C:55]4=[O:71])=[CH:52][CH:53]=3)[CH2:43]2)=[O:39])=[CH:35][CH:34]=1, predict the reactants needed to synthesize it. The reactants are: Cl.[NH2:2][CH2:3][CH2:4][CH2:5][CH2:6][CH2:7][NH:8][C:9](=[O:31])[CH2:10][CH2:11][CH2:12][CH2:13][CH2:14][NH:15][C:16](=[O:30])[CH2:17][CH2:18][CH2:19][CH2:20][C@H:21]1[C@@H:28]2[C@@H:24]([NH:25][C:26](=[O:29])[NH:27]2)[CH2:23][S:22]1.[Cl:32][C:33]1[S:37][C:36]([C:38]([NH:40][CH2:41][C@@H:42]2[O:46][C:45](=[O:47])[N:44]([C:48]3[CH:53]=[CH:52][C:51]([N:54]4[CH2:59][CH2:58][O:57][CH:56]([CH2:60][CH2:61][CH2:62][O:63][C:64](=[O:70])[CH2:65][CH2:66][C:67](O)=[O:68])[C:55]4=[O:71])=[CH:50][CH:49]=3)[CH2:43]2)=[O:39])=[CH:35][CH:34]=1.C(N(CC)C(C)C)(C)C.CN(C(ON1N=NC2C=CC=NC1=2)=[N+](C)C)C.F[P-](F)(F)(F)(F)F. (6) Given the product [CH2:1]([O:3][C:4]([C:6]1[N:7]=[C:8]2[N:14]([C:15](=[O:26])[C:16]=1[OH:17])[CH2:13][CH:12]1[CH2:27][CH2:28][C:9]2([O:29][CH2:30][CH2:31][OH:32])[CH2:10][CH2:11]1)=[O:5])[CH3:2], predict the reactants needed to synthesize it. The reactants are: [CH2:1]([O:3][C:4]([C:6]1[N:7]=[C:8]2[N:14]([C:15](=[O:26])[C:16]=1[O:17]C(=O)C1C=CC=CC=1)[CH2:13][CH:12]1[CH2:27][CH2:28][C:9]2([O:29][CH2:30][CH2:31][O:32]C(=O)C2C=CC=CC=2)[CH2:10][CH2:11]1)=[O:5])[CH3:2].C([O-])C.[Na+]. (7) Given the product [OH:2][C:3]1[CH:8]=[CH:7][C:6]([C:9](=[O:11])[CH3:10])=[C:5]([CH3:12])[C:4]=1[CH3:13], predict the reactants needed to synthesize it. The reactants are: C[O:2][C:3]1[CH:8]=[CH:7][C:6]([C:9](=[O:11])[CH3:10])=[C:5]([CH3:12])[C:4]=1[CH3:13].B(Br)(Br)Br.C([O-])(O)=O.[Na+].